From a dataset of NCI-60 drug combinations with 297,098 pairs across 59 cell lines. Regression. Given two drug SMILES strings and cell line genomic features, predict the synergy score measuring deviation from expected non-interaction effect. (1) Drug 1: CCC1=CC2CC(C3=C(CN(C2)C1)C4=CC=CC=C4N3)(C5=C(C=C6C(=C5)C78CCN9C7C(C=CC9)(C(C(C8N6C)(C(=O)OC)O)OC(=O)C)CC)OC)C(=O)OC.C(C(C(=O)O)O)(C(=O)O)O. Drug 2: CCCCC(=O)OCC(=O)C1(CC(C2=C(C1)C(=C3C(=C2O)C(=O)C4=C(C3=O)C=CC=C4OC)O)OC5CC(C(C(O5)C)O)NC(=O)C(F)(F)F)O. Cell line: MALME-3M. Synergy scores: CSS=22.2, Synergy_ZIP=-0.185, Synergy_Bliss=-1.06, Synergy_Loewe=-5.37, Synergy_HSA=-1.13. (2) Drug 1: C1=NC2=C(N1)C(=S)N=C(N2)N. Drug 2: C1=CN(C=N1)CC(O)(P(=O)(O)O)P(=O)(O)O. Cell line: BT-549. Synergy scores: CSS=21.4, Synergy_ZIP=-6.76, Synergy_Bliss=-1.77, Synergy_Loewe=-12.7, Synergy_HSA=-2.53. (3) Drug 1: C1=NC2=C(N=C(N=C2N1C3C(C(C(O3)CO)O)O)F)N. Drug 2: CCCCC(=O)OCC(=O)C1(CC(C2=C(C1)C(=C3C(=C2O)C(=O)C4=C(C3=O)C=CC=C4OC)O)OC5CC(C(C(O5)C)O)NC(=O)C(F)(F)F)O. Cell line: DU-145. Synergy scores: CSS=51.3, Synergy_ZIP=-3.32, Synergy_Bliss=-4.30, Synergy_Loewe=-6.82, Synergy_HSA=-1.05. (4) Drug 1: C1C(C(OC1N2C=NC3=C(N=C(N=C32)Cl)N)CO)O. Drug 2: C1CN1C2=NC(=NC(=N2)N3CC3)N4CC4. Cell line: EKVX. Synergy scores: CSS=5.56, Synergy_ZIP=0.249, Synergy_Bliss=5.32, Synergy_Loewe=-2.72, Synergy_HSA=-0.952. (5) Drug 1: C1=CC=C(C(=C1)C(C2=CC=C(C=C2)Cl)C(Cl)Cl)Cl. Drug 2: CS(=O)(=O)OCCCCOS(=O)(=O)C. Cell line: CCRF-CEM. Synergy scores: CSS=19.6, Synergy_ZIP=-6.09, Synergy_Bliss=2.20, Synergy_Loewe=-5.83, Synergy_HSA=3.25. (6) Drug 1: C1CCC(CC1)NC(=O)N(CCCl)N=O. Drug 2: C1=CN(C(=O)N=C1N)C2C(C(C(O2)CO)O)O.Cl. Cell line: SK-MEL-5. Synergy scores: CSS=11.2, Synergy_ZIP=-4.92, Synergy_Bliss=-0.796, Synergy_Loewe=-10.9, Synergy_HSA=-3.34. (7) Drug 1: CNC(=O)C1=CC=CC=C1SC2=CC3=C(C=C2)C(=NN3)C=CC4=CC=CC=N4. Drug 2: CS(=O)(=O)OCCCCOS(=O)(=O)C. Cell line: OVCAR-4. Synergy scores: CSS=-3.61, Synergy_ZIP=-0.979, Synergy_Bliss=-5.28, Synergy_Loewe=-8.06, Synergy_HSA=-6.23.